From a dataset of Full USPTO retrosynthesis dataset with 1.9M reactions from patents (1976-2016). Predict the reactants needed to synthesize the given product. (1) Given the product [CH2:17]([O:14][C:4]1[CH:5]=[C:6]([CH3:13])[C:7]([C:8]([O:10][CH2:11][CH3:12])=[O:9])=[C:2]([CH3:1])[N:3]=1)[CH3:18], predict the reactants needed to synthesize it. The reactants are: [CH3:1][C:2]1[NH:3][C:4](=[O:14])[CH:5]=[C:6]([CH3:13])[C:7]=1[C:8]([O:10][CH2:11][CH3:12])=[O:9].[H-].[Na+].[CH2:17](I)[CH3:18]. (2) Given the product [CH:22]1[C:34]2[CH:33]([CH2:35][O:36][C:37]([NH:1][C:2]3[CH:3]=[CH:4][C:5]([S:8][C:9]4[S:13][C:12]([C:14]([O:16][CH2:17][CH3:18])=[O:15])=[CH:11][C:10]=4[N+:19]([O-:21])=[O:20])=[CH:6][CH:7]=3)=[O:38])[C:32]3[C:27](=[CH:28][CH:29]=[CH:30][CH:31]=3)[C:26]=2[CH:25]=[CH:24][CH:23]=1, predict the reactants needed to synthesize it. The reactants are: [NH2:1][C:2]1[CH:7]=[CH:6][C:5]([S:8][C:9]2[S:13][C:12]([C:14]([O:16][CH2:17][CH3:18])=[O:15])=[CH:11][C:10]=2[N+:19]([O-:21])=[O:20])=[CH:4][CH:3]=1.[CH:22]1[C:34]2[CH:33]([CH2:35][O:36][C:37](Cl)=[O:38])[C:32]3[C:27](=[CH:28][CH:29]=[CH:30][CH:31]=3)[C:26]=2[CH:25]=[CH:24][CH:23]=1.N1C=CC=CC=1. (3) Given the product [NH2:26][C:8]1[N:7]=[C:6]([NH:5][CH2:1][CH2:2][CH2:3][CH3:4])[N:14]=[C:13]2[C:9]=1[NH:10][C:11](=[O:24])[N:12]2[CH2:15][CH:16]1[CH2:21][CH2:20][O:19][C:18]([CH3:23])([CH3:22])[CH2:17]1, predict the reactants needed to synthesize it. The reactants are: [CH2:1]([NH:5][C:6]1[N:14]=[C:13]2[C:9]([N:10]=[C:11]([O:24]C)[N:12]2[CH2:15][CH:16]2[CH2:21][CH2:20][O:19][C:18]([CH3:23])([CH3:22])[CH2:17]2)=[C:8]([NH2:26])[N:7]=1)[CH2:2][CH2:3][CH3:4].Cl. (4) Given the product [Cl:24][CH:3]([C:1]#[N:2])[C:4]1[CH:9]=[CH:8][C:7]([C:10]2[NH:11][C:12]3[CH:18]=[C:17]([Cl:19])[C:16]([Cl:20])=[CH:15][C:13]=3[N:14]=2)=[CH:6][CH:5]=1, predict the reactants needed to synthesize it. The reactants are: [C:1]([CH:3](O)[C:4]1[CH:9]=[CH:8][C:7]([C:10]2[NH:11][C:12]3[CH:18]=[C:17]([Cl:19])[C:16]([Cl:20])=[CH:15][C:13]=3[N:14]=2)=[CH:6][CH:5]=1)#[N:2].S(Cl)([Cl:24])=O.O.